From a dataset of Full USPTO retrosynthesis dataset with 1.9M reactions from patents (1976-2016). Predict the reactants needed to synthesize the given product. (1) The reactants are: ClC1N=NC(NS(CC2C=C(C#N)C=CC=2Cl)(=O)=O)=C(O)C=1.[Cl:23][C:24]1[N:29]=[N:28][C:27]([NH:30][S:31]([C:34]2[CH:39]=[CH:38][CH:37]=[C:36]([O:40][C:41]([F:44])([F:43])[F:42])[CH:35]=2)(=[O:33])=[O:32])=[C:26]([O:45]C)[CH:25]=1.ClC1N=NC(NS(CC2C=C(C#N)C=CC=2Cl)(=O)=O)=C(OC)C=1. Given the product [Cl:23][C:24]1[N:29]=[N:28][C:27]([NH:30][S:31]([C:34]2[CH:39]=[CH:38][CH:37]=[C:36]([O:40][C:41]([F:43])([F:44])[F:42])[CH:35]=2)(=[O:32])=[O:33])=[C:26]([OH:45])[CH:25]=1, predict the reactants needed to synthesize it. (2) Given the product [Cl:1][C:2]1[CH:10]=[CH:9][C:5]([C:6](=[O:8])[NH:27][CH:28]([C:31]2[CH:36]=[CH:35][CH:34]=[CH:33][CH:32]=2)[CH2:29][OH:30])=[CH:4][C:3]=1[NH:11][C:12]([C:14]1[C:25](=[O:26])[NH:24][C:17]2[N:18]=[C:19]([S:22][CH3:23])[N:20]=[CH:21][C:16]=2[CH:15]=1)=[O:13], predict the reactants needed to synthesize it. The reactants are: [Cl:1][C:2]1[CH:10]=[CH:9][C:5]([C:6]([OH:8])=O)=[CH:4][C:3]=1[NH:11][C:12]([C:14]1[C:25](=[O:26])[NH:24][C:17]2[N:18]=[C:19]([S:22][CH3:23])[N:20]=[CH:21][C:16]=2[CH:15]=1)=[O:13].[NH2:27][CH:28]([C:31]1[CH:36]=[CH:35][CH:34]=[CH:33][CH:32]=1)[CH2:29][OH:30].C(N(CC)CC)C.CN(C(ON1N=NC2C=CC=NC1=2)=[N+](C)C)C.F[P-](F)(F)(F)(F)F. (3) Given the product [CH2:1]([O:3][C:4](=[O:19])[CH:5]([C:6](=[O:8])[CH3:7])[CH2:9][C:10](=[O:11])[C:12]([CH3:13])([CH3:17])[CH3:21])[CH3:2], predict the reactants needed to synthesize it. The reactants are: [CH2:1]([O:3][C:4](=[O:19])[CH:5]([CH2:9][C:10]([C:12]1[CH:17]=CC(F)=C[CH:13]=1)=[O:11])[C:6](=[O:8])[CH3:7])[CH3:2].Cl[CH2:21]C(=O)C(C)(C)C. (4) Given the product [F:2][C:3]1[CH:8]=[C:7]([F:9])[CH:6]=[CH:5][C:4]=1[C:10]1[N:11]=[C:12]([N:15]2[CH2:16][CH2:17][NH:18][CH2:19][CH2:20]2)[S:13][CH:14]=1, predict the reactants needed to synthesize it. The reactants are: Cl.[F:2][C:3]1[CH:8]=[C:7]([F:9])[CH:6]=[CH:5][C:4]=1[C:10]1[N:11]=[C:12]([N:15]2[CH2:20][CH2:19][NH:18][CH2:17][CH2:16]2)[S:13][CH:14]=1.[OH-].[Na+]. (5) Given the product [CH2:17]([O:16][C:13]1[C:14](=[O:15])[N:9]2[CH:8]=[C:7]([N:28]3[CH2:33][CH2:32][O:31][CH2:30][CH2:29]3)[CH:6]=[C:5]([N:4]([CH3:36])[C:1](=[O:3])[CH3:2])[C:10]2=[N:11][C:12]=1[C:24]([O:26][CH3:27])=[O:25])[C:18]1[CH:19]=[CH:20][CH:21]=[CH:22][CH:23]=1, predict the reactants needed to synthesize it. The reactants are: [C:1]([NH:4][C:5]1[C:10]2=[N:11][C:12]([C:24]([O:26][CH3:27])=[O:25])=[C:13]([O:16][CH2:17][C:18]3[CH:23]=[CH:22][CH:21]=[CH:20][CH:19]=3)[C:14](=[O:15])[N:9]2[CH:8]=[C:7]([N:28]2[CH2:33][CH2:32][O:31][CH2:30][CH2:29]2)[CH:6]=1)(=[O:3])[CH3:2].CI.[C:36]([O-])([O-])=O.[K+].[K+].O. (6) Given the product [N:3]1[CH:8]=[CH:7][CH:6]=[C:5]([O:9][C:11]2[CH:20]=[CH:19][C:18]3[C:13](=[C:14]([C:21]4[NH:29][C:28]5[CH2:27][CH2:26][NH:25][C:24](=[O:30])[C:23]=5[CH:22]=4)[CH:15]=[CH:16][CH:17]=3)[N:12]=2)[CH:4]=1, predict the reactants needed to synthesize it. The reactants are: [H-].[Na+].[N:3]1[CH:8]=[CH:7][CH:6]=[C:5]([OH:9])[CH:4]=1.Cl[C:11]1[CH:20]=[CH:19][C:18]2[C:13](=[C:14]([C:21]3[NH:29][C:28]4[CH2:27][CH2:26][NH:25][C:24](=[O:30])[C:23]=4[CH:22]=3)[CH:15]=[CH:16][CH:17]=2)[N:12]=1. (7) Given the product [Cl:39][C:38]1[C:33]([C:29]2[C:28]([F:40])=[C:27]([NH:26][C:25]([C@@H:20]3[CH2:21][C@@H:22]([F:24])[CH2:23][N:19]3[C:17](=[O:18])[CH2:16][N:6]3[C:7]4[C:12](=[CH:11][C:10]([NH:42][C:43]([N:48]5[CH2:49][CH2:50][CH2:51][C:46]([F:52])([F:45])[CH2:47]5)=[O:44])=[CH:9][CH:8]=4)[C:4]([C:1]([NH2:2])=[O:3])=[N:5]3)=[O:41])[CH:32]=[CH:31][CH:30]=2)=[N:34][CH:35]=[CH:36][CH:37]=1, predict the reactants needed to synthesize it. The reactants are: [C:1]([C:4]1[C:12]2[C:7](=[CH:8][CH:9]=[C:10](C(O)=O)[CH:11]=2)[N:6]([CH2:16][C:17]([N:19]2[CH2:23][C@H:22]([F:24])[CH2:21][C@H:20]2[C:25](=[O:41])[NH:26][C:27]2[CH:32]=[CH:31][CH:30]=[C:29]([C:33]3[C:38]([Cl:39])=[CH:37][CH:36]=[CH:35][N:34]=3)[C:28]=2[F:40])=[O:18])[N:5]=1)(=[O:3])[NH2:2].[N-:42]=[C:43]=[O:44].[F:45][C:46]1([F:52])[CH2:51][CH2:50][CH2:49][NH:48][CH2:47]1. (8) Given the product [F:12][C:13]1[CH:14]=[CH:15][C:16]([C:19]2[C:28]([C:29]([C:30]3[CH:35]=[CH:34][C:33]([O:36][C:37]([F:38])([F:39])[F:40])=[CH:32][CH:31]=3)=[O:41])=[C:27]([CH:42]([CH3:43])[CH3:44])[CH:26]=[C:25]3[C:20]=2[C@@H:21]([OH:47])[CH2:22][C:23]([CH3:45])([CH3:46])[O:24]3)=[CH:17][CH:18]=1, predict the reactants needed to synthesize it. The reactants are: N[C@@H]1C2C(=CC=CC=2)C[C@@H]1O.[F:12][C:13]1[CH:18]=[CH:17][C:16]([C:19]2[C:28]([C:29](=[O:41])[C:30]3[CH:35]=[CH:34][C:33]([O:36][C:37]([F:40])([F:39])[F:38])=[CH:32][CH:31]=3)=[C:27]([CH:42]([CH3:44])[CH3:43])[CH:26]=[C:25]3[C:20]=2[C:21](=[O:47])[CH2:22][C:23]([CH3:46])([CH3:45])[O:24]3)=[CH:15][CH:14]=1.CO. (9) Given the product [NH2:17][C:16]1[N:15]=[CH:14][N:13]=[C:12]2[N:8]([CH2:7][CH2:6][N:40]([CH3:41])[CH3:39])[N:9]=[C:10]([C:18]3[CH:23]=[CH:22][C:21]([NH:24][C:25]([C:27]4[N:28]([CH3:36])[C:29]5[C:34]([CH:35]=4)=[CH:33][CH:32]=[CH:31][CH:30]=5)=[O:26])=[C:20]([O:37][CH3:38])[CH:19]=3)[C:11]=12, predict the reactants needed to synthesize it. The reactants are: CS(O[CH2:6][CH2:7][N:8]1[C:12]2=[N:13][CH:14]=[N:15][C:16]([NH2:17])=[C:11]2[C:10]([C:18]2[CH:23]=[CH:22][C:21]([NH:24][C:25]([C:27]3[N:28]([CH3:36])[C:29]4[C:34]([CH:35]=3)=[CH:33][CH:32]=[CH:31][CH:30]=4)=[O:26])=[C:20]([O:37][CH3:38])[CH:19]=2)=[N:9]1)(=O)=O.[CH3:39][NH:40][CH3:41].C(N(CC)CC)C.[I-].[Na+].